From a dataset of Forward reaction prediction with 1.9M reactions from USPTO patents (1976-2016). Predict the product of the given reaction. (1) The product is: [CH:32]1([NH:31][C:29](=[O:30])[C:24]2[CH:23]=[C:22]([C:2]3[CH:3]=[C:4]4[C:9](=[CH:10][CH:11]=3)[N:8]=[C:7]([NH:12][C:13]([CH3:20])([CH3:19])[CH2:14][NH:15][CH:16]([CH3:18])[CH3:17])[N:6]=[CH:5]4)[C:27]([CH3:28])=[CH:26][N:25]=2)[CH2:34][CH2:33]1. Given the reactants Br[C:2]1[CH:3]=[C:4]2[C:9](=[CH:10][CH:11]=1)[N:8]=[C:7]([NH:12][C:13]([CH3:20])([CH3:19])[CH2:14][NH:15][CH:16]([CH3:18])[CH3:17])[N:6]=[CH:5]2.Cl[C:22]1[C:27]([CH3:28])=[CH:26][N:25]=[C:24]([C:29]([NH:31][CH:32]2[CH2:34][CH2:33]2)=[O:30])[CH:23]=1, predict the reaction product. (2) Given the reactants [CH2:1]([C@@:4]1([CH3:32])[CH2:9][C@H:8]([C:10]2[CH:15]=[CH:14][CH:13]=[C:12]([Cl:16])[CH:11]=2)[C@@H:7]([C:17]2[CH:22]=[CH:21][C:20]([Cl:23])=[CH:19][CH:18]=2)[N:6]([CH2:24][C:25]2[CH:30]=[CH:29][CH:28]=[CH:27][N:26]=2)[C:5]1=[O:31])[CH:2]=[CH2:3].C([N-]C(C)C)(C)C.[Li+].[F:41][CH:42]([F:45])[CH2:43]I, predict the reaction product. The product is: [CH2:1]([C@@:4]1([CH3:32])[CH2:9][C@H:8]([C:10]2[CH:15]=[CH:14][CH:13]=[C:12]([Cl:16])[CH:11]=2)[C@@H:7]([C:17]2[CH:18]=[CH:19][C:20]([Cl:23])=[CH:21][CH:22]=2)[N:6]([C@@H:24]([C:25]2[CH:30]=[CH:29][CH:28]=[CH:27][N:26]=2)[CH2:43][CH:42]([F:45])[F:41])[C:5]1=[O:31])[CH:2]=[CH2:3]. (3) Given the reactants [CH3:1][N:2]1[C:10](=[O:11])[C:9]2[C:4](=[CH:5][CH:6]=[CH:7][C:8]=2[N+:12]([O-])=O)[C:3]1=[O:15].[H][H], predict the reaction product. The product is: [NH2:12][C:8]1[CH:7]=[CH:6][CH:5]=[C:4]2[C:9]=1[C:10](=[O:11])[N:2]([CH3:1])[C:3]2=[O:15]. (4) Given the reactants [C:1]1([CH2:7][C:8]([C:10]2[CH:15]=[CH:14][C:13]([CH3:16])=[CH:12][CH:11]=2)=[O:9])[CH:6]=[CH:5][CH:4]=[CH:3][CH:2]=1.CC([O-])(C)C.[K+].[C:23](=[S:25])=[S:24].Br[CH2:27]Br, predict the reaction product. The product is: [S:24]1[CH2:27][S:25][C:23]1=[C:7]([C:1]1[CH:2]=[CH:3][CH:4]=[CH:5][CH:6]=1)[C:8]([C:10]1[CH:15]=[CH:14][C:13]([CH3:16])=[CH:12][CH:11]=1)=[O:9]. (5) Given the reactants [H-].[H-].[H-].[H-].[Li+].[Al+3].[Cl:7][C:8]1[CH:9]=[C:10]([CH2:14][C:15](N(OC)C)=[O:16])[CH:11]=[CH:12][CH:13]=1.OS([O-])(=O)=O.[K+], predict the reaction product. The product is: [Cl:7][C:8]1[CH:9]=[C:10]([CH2:14][CH:15]=[O:16])[CH:11]=[CH:12][CH:13]=1. (6) Given the reactants Cl[C:2]1[CH:7]=[N:6][CH:5]=[C:4]([N:8]2[CH:12]=[C:11]([C:13]#[C:14][C:15]3[CH:20]=[CH:19][N:18]=[C:17]([CH3:21])[CH:16]=3)[N:10]=[C:9]2[CH3:22])[N:3]=1.[CH3:23][O-:24].[Na+], predict the reaction product. The product is: [CH3:23][O:24][C:2]1[CH:7]=[N:6][CH:5]=[C:4]([N:8]2[CH:12]=[C:11]([C:13]#[C:14][C:15]3[CH:20]=[CH:19][N:18]=[C:17]([CH3:21])[CH:16]=3)[N:10]=[C:9]2[CH3:22])[N:3]=1. (7) Given the reactants [OH:1][C:2]1[CH:7]=[CH:6][CH:5]=[CH:4][C:3]=1B(O)O.Cl[C:12]1[CH:21]=[CH:20][C:15]([C:16]([O:18][CH3:19])=[O:17])=[CH:14][N:13]=1.C(=O)([O-])[O-].[K+].[K+].Cl, predict the reaction product. The product is: [OH:1][C:2]1[CH:7]=[CH:6][CH:5]=[CH:4][C:3]=1[C:12]1[CH:21]=[CH:20][C:15]([C:16]([O:18][CH3:19])=[O:17])=[CH:14][N:13]=1.